From a dataset of Full USPTO retrosynthesis dataset with 1.9M reactions from patents (1976-2016). Predict the reactants needed to synthesize the given product. (1) Given the product [N+:8]([C:11]1[CH:16]=[CH:15][C:14]([N:17]2[CH2:22][CH2:21][CH2:20][C@@H:19]([NH2:23])[CH2:18]2)=[CH:13][C:12]=1[O:24][CH:25]([CH3:27])[CH3:26])([O-:10])=[O:9], predict the reactants needed to synthesize it. The reactants are: FC(F)(F)C(O)=O.[N+:8]([C:11]1[CH:16]=[CH:15][C:14]([N:17]2[CH2:22][CH2:21][CH2:20][C@@H:19]([NH2:23])[CH2:18]2)=[CH:13][C:12]=1[O:24][CH:25]([CH3:27])[CH3:26])([O-:10])=[O:9]. (2) Given the product [F:1][C:2]1[C:7]2[N:8]([CH2:29][C:30]([O:32][CH2:33][CH3:34])=[O:31])[C:9](=[N:11][C:12](=[O:20])[C:13]3[CH:14]=[CH:15][C:16]([CH3:19])=[CH:17][CH:18]=3)[S:10][C:6]=2[CH:5]=[C:4]([F:21])[CH:3]=1, predict the reactants needed to synthesize it. The reactants are: [F:1][C:2]1[C:7]2[N:8]=[C:9]([NH:11][C:12](=[O:20])[C:13]3[CH:18]=[CH:17][C:16]([CH3:19])=[CH:15][CH:14]=3)[S:10][C:6]=2[CH:5]=[C:4]([F:21])[CH:3]=1.C(=O)([O-])[O-].[K+].[K+].Br[CH2:29][C:30]([O:32][CH2:33][CH3:34])=[O:31]. (3) Given the product [OH:13][S:12]([NH:11][CH:6]1[CH2:5][C:4]2[C:8](=[CH:9][CH:10]=[C:2]([C:26]3[CH:27]=[C:22]([S:19]([NH2:18])(=[O:21])=[O:20])[CH:23]=[CH:24][CH:25]=3)[CH:3]=2)[CH2:7]1)([OH:14])[CH:15]([CH3:17])[CH3:16], predict the reactants needed to synthesize it. The reactants are: I[C:2]1[CH:3]=[C:4]2[C:8](=[CH:9][CH:10]=1)[CH2:7][CH:6]([NH:11][S:12]([CH:15]([CH3:17])[CH3:16])(=[O:14])=[O:13])[CH2:5]2.[NH2:18][S:19]([C:22]1[CH:23]=[C:24](B(O)O)[CH:25]=[CH:26][CH:27]=1)(=[O:21])=[O:20]. (4) Given the product [NH2:1][C:2]1[S:3][C:4]([C:24]2[CH:29]=[CH:28][N:27]=[C:26]([NH:31][C:32]3[CH:33]=[CH:34][C:35]4[O:40][CH2:39][C:38](=[O:41])[NH:37][C:36]=4[CH:42]=3)[N:25]=2)=[C:5]([C:7]2[CH:8]=[C:9]([NH:13][C:14](=[O:23])[C:15]3[C:20]([F:21])=[CH:19][CH:18]=[CH:17][C:16]=3[F:22])[CH:10]=[CH:11][CH:12]=2)[N:6]=1, predict the reactants needed to synthesize it. The reactants are: [NH2:1][C:2]1[S:3][C:4]([C:24]2[CH:29]=[CH:28][N:27]=[C:26](Cl)[N:25]=2)=[C:5]([C:7]2[CH:8]=[C:9]([NH:13][C:14](=[O:23])[C:15]3[C:20]([F:21])=[CH:19][CH:18]=[CH:17][C:16]=3[F:22])[CH:10]=[CH:11][CH:12]=2)[N:6]=1.[NH2:31][C:32]1[CH:33]=[CH:34][C:35]2[O:40][CH2:39][C:38](=[O:41])[NH:37][C:36]=2[CH:42]=1. (5) Given the product [Cl:1][C:2]1[C:3]([CH:4]([OH:5])[C:22]2[C:21](=[O:26])[CH2:25][CH2:24][CH:23]=2)=[CH:6][C:7]([C:10]2[CH:11]=[CH:12][CH:13]=[CH:14][CH:15]=2)=[CH:8][N:9]=1, predict the reactants needed to synthesize it. The reactants are: [Cl:1][C:2]1[N:9]=[CH:8][C:7]([C:10]2[CH:15]=[CH:14][CH:13]=[CH:12][CH:11]=2)=[CH:6][C:3]=1[CH:4]=[O:5].N1C=CN=C1.[C:21]1(=[O:26])[CH2:25][CH2:24][CH:23]=[CH:22]1. (6) Given the product [NH2:26][C:25]1[C:3]2[C:2](=[CH:24][CH:23]=[CH:22][C:4]=2[O:5][CH2:6][C@H:7]2[CH2:11][CH2:10][CH2:9][NH:8]2)[N:1]=[C:28]([CH3:35])[C:29]=1[C:30]([O:32][CH2:33][CH3:34])=[O:31], predict the reactants needed to synthesize it. The reactants are: [NH2:1][C:2]1[C:3]([C:25]#[N:26])=[C:4]([CH:22]=[CH:23][CH:24]=1)[O:5][CH2:6][C@H:7]1[CH2:11][CH2:10][CH2:9][N:8]1C(OCC1C=CC=CC=1)=O.O=[C:28]([CH3:35])[CH2:29][C:30]([O:32][CH2:33][CH3:34])=[O:31]. (7) Given the product [Cl:1][C:2]1[C:7]([CH2:8][C:35]([O:34][CH2:33][CH3:32])=[O:36])=[C:6]([F:11])[CH:5]=[CH:4][N:3]=1, predict the reactants needed to synthesize it. The reactants are: [Cl:1][C:2]1[C:7]([C:8](O)=O)=[C:6]([F:11])[CH:5]=[CH:4][N:3]=1.C(Cl)(=O)C(Cl)=O.[Si](C=[N+]=[N-])(C)(C)C.CCN(CC)CC.[CH3:32][CH2:33][O:34][C:35](C)=[O:36]. (8) The reactants are: [OH:1][C:2]1[CH:7]=[C:6]([OH:8])[CH:5]=[CH:4][C:3]=1[C:9](=[O:11])[CH3:10].[Br-:12].[Br-:13].[Br-:14].C([N+](C)(C)C)C1C=CC=CC=1.C([N+](C)(C)C)C1C=CC=CC=1.C([N+](C)(C)C)C1C=CC=CC=1. Given the product [Br:12][CH2:10][C:9]([C:3]1[CH:4]=[C:5]([Br:13])[C:6]([OH:8])=[C:7]([Br:14])[C:2]=1[OH:1])=[O:11], predict the reactants needed to synthesize it. (9) Given the product [NH2:14][CH2:13][C@@H:6]([CH2:7][C@H:8]([CH3:12])[CH2:9][CH2:10][CH3:11])[CH2:5][C:4]([OH:15])=[O:3], predict the reactants needed to synthesize it. The reactants are: C([O:3][C:4](=[O:15])[CH2:5][C@@H:6]([C:13]#[N:14])[CH2:7][C@H:8]([CH3:12])[CH2:9][CH2:10][CH3:11])C.Cl[O-].[Na+].O.[Na+].C([C@@H](C[C@H](C)CCC)CC([O-])=O)#N. (10) Given the product [F:1][C:2]1[CH:16]=[CH:15][C:5]([O:6][C:7]2[CH:14]=[CH:13][C:10](/[CH:11]=[C:21]3/[C:20](=[O:22])[NH:19][C:18](=[O:23])[S:17]/3)=[CH:9][CH:8]=2)=[CH:4][CH:3]=1, predict the reactants needed to synthesize it. The reactants are: [F:1][C:2]1[CH:16]=[CH:15][C:5]([O:6][C:7]2[CH:14]=[CH:13][C:10]([CH:11]=O)=[CH:9][CH:8]=2)=[CH:4][CH:3]=1.[S:17]1[CH2:21][C:20](=[O:22])[NH:19][C:18]1=[O:23].N1CCCCC1.C(O)(=O)C1C=CC=CC=1.